From a dataset of NCI-60 drug combinations with 297,098 pairs across 59 cell lines. Regression. Given two drug SMILES strings and cell line genomic features, predict the synergy score measuring deviation from expected non-interaction effect. (1) Drug 2: C1CCC(CC1)NC(=O)N(CCCl)N=O. Synergy scores: CSS=3.25, Synergy_ZIP=-1.15, Synergy_Bliss=0.173, Synergy_Loewe=-0.998, Synergy_HSA=-0.937. Drug 1: C1CCC(C1)C(CC#N)N2C=C(C=N2)C3=C4C=CNC4=NC=N3. Cell line: NCI-H322M. (2) Drug 1: C1=CC(=CC=C1CCC2=CNC3=C2C(=O)NC(=N3)N)C(=O)NC(CCC(=O)O)C(=O)O. Drug 2: CCC(=C(C1=CC=CC=C1)C2=CC=C(C=C2)OCCN(C)C)C3=CC=CC=C3.C(C(=O)O)C(CC(=O)O)(C(=O)O)O. Cell line: NCI-H460. Synergy scores: CSS=40.6, Synergy_ZIP=3.29, Synergy_Bliss=1.40, Synergy_Loewe=-18.4, Synergy_HSA=1.40. (3) Synergy scores: CSS=20.3, Synergy_ZIP=-4.95, Synergy_Bliss=4.01, Synergy_Loewe=-11.1, Synergy_HSA=1.50. Cell line: K-562. Drug 1: C1=CC=C(C=C1)NC(=O)CCCCCCC(=O)NO. Drug 2: CN1C2=C(C=C(C=C2)N(CCCl)CCCl)N=C1CCCC(=O)O.Cl. (4) Drug 1: CC1=CC2C(CCC3(C2CCC3(C(=O)C)OC(=O)C)C)C4(C1=CC(=O)CC4)C. Drug 2: CC1CCC2CC(C(=CC=CC=CC(CC(C(=O)C(C(C(=CC(C(=O)CC(OC(=O)C3CCCCN3C(=O)C(=O)C1(O2)O)C(C)CC4CCC(C(C4)OC)O)C)C)O)OC)C)C)C)OC. Cell line: SNB-19. Synergy scores: CSS=8.02, Synergy_ZIP=-7.13, Synergy_Bliss=-5.75, Synergy_Loewe=-32.6, Synergy_HSA=-12.4. (5) Drug 2: C1C(C(OC1N2C=NC(=NC2=O)N)CO)O. Cell line: COLO 205. Drug 1: CC1=C2C(C(=O)C3(C(CC4C(C3C(C(C2(C)C)(CC1OC(=O)C(C(C5=CC=CC=C5)NC(=O)OC(C)(C)C)O)O)OC(=O)C6=CC=CC=C6)(CO4)OC(=O)C)O)C)O. Synergy scores: CSS=23.0, Synergy_ZIP=-6.19, Synergy_Bliss=-3.73, Synergy_Loewe=2.66, Synergy_HSA=2.49. (6) Drug 1: CCC1=CC2CC(C3=C(CN(C2)C1)C4=CC=CC=C4N3)(C5=C(C=C6C(=C5)C78CCN9C7C(C=CC9)(C(C(C8N6C)(C(=O)OC)O)OC(=O)C)CC)OC)C(=O)OC.C(C(C(=O)O)O)(C(=O)O)O. Drug 2: C1CN1P(=S)(N2CC2)N3CC3. Cell line: OVCAR-4. Synergy scores: CSS=15.9, Synergy_ZIP=-2.68, Synergy_Bliss=0.958, Synergy_Loewe=-3.15, Synergy_HSA=1.77.